This data is from hERG potassium channel inhibition data for cardiac toxicity prediction from Karim et al.. The task is: Regression/Classification. Given a drug SMILES string, predict its toxicity properties. Task type varies by dataset: regression for continuous values (e.g., LD50, hERG inhibition percentage) or binary classification for toxic/non-toxic outcomes (e.g., AMES mutagenicity, cardiotoxicity, hepatotoxicity). Dataset: herg_karim. (1) The compound is CN(CCC1CCCc2c1cnn2-c1ccc(F)cc1)Cc1ccccc1. The result is 1 (blocker). (2) The drug is CC(C)N1CCN(C(=O)c2ccc(CN3CCOCC3)cc2)CC1. The result is 0 (non-blocker). (3) The drug is O=C(NC1CCN(Cc2ccc3c(c2)OCO3)CC1)C1=CC(=O)c2cc(Cl)c(Cl)cc2C1. The result is 1 (blocker). (4) The compound is [2H]C([2H])([2H])Oc1cc(C(O)CN2CCN(C[C@H](O)c3ccc4c(c3C)COC4=O)CC2)ncc1C#N. The result is 0 (non-blocker). (5) The compound is C[C@@H](C[C@@](C)(CS(=O)(=O)N1CCN(c2ccc(F)cc2)CC1)N(O)C=O)c1ncc(F)cn1. The result is 0 (non-blocker). (6) The drug is N[C@H](C(=O)N1CCCC1)C1CCC(NS(=O)(=O)c2ccc(NS(=O)(=O)CC(F)(F)F)cc2)CC1. The result is 0 (non-blocker). (7) The molecule is Cc1nnc(-c2cc(C(F)(F)F)cc(S(=O)(=O)N3CCN(C(=O)[C@@H]4C[C@H]4c4ccc(C(F)(F)F)cc4)CC3)c2)[nH]1. The result is 1 (blocker). (8) The drug is O=C(NCc1ccc(CC(F)(F)F)cc1)C1c2ccccc2C(=O)N1CCc1ccccn1. The result is 0 (non-blocker). (9) The drug is COc1ccc(-c2ccc3c(N4CCOCC4)nc(N4C[C@H](C)O[C@H](C)C4)nc3n2)cc1CNCCO. The result is 0 (non-blocker).